This data is from NCI-60 drug combinations with 297,098 pairs across 59 cell lines. The task is: Regression. Given two drug SMILES strings and cell line genomic features, predict the synergy score measuring deviation from expected non-interaction effect. (1) Drug 1: C1CCN(CC1)CCOC2=CC=C(C=C2)C(=O)C3=C(SC4=C3C=CC(=C4)O)C5=CC=C(C=C5)O. Drug 2: C1C(C(OC1N2C=NC3=C(N=C(N=C32)Cl)N)CO)O. Cell line: SK-MEL-28. Synergy scores: CSS=-3.72, Synergy_ZIP=2.48, Synergy_Bliss=1.15, Synergy_Loewe=-7.53, Synergy_HSA=-5.05. (2) Drug 1: C1=C(C(=O)NC(=O)N1)N(CCCl)CCCl. Drug 2: C1CN(P(=O)(OC1)NCCCl)CCCl. Cell line: COLO 205. Synergy scores: CSS=5.72, Synergy_ZIP=-2.42, Synergy_Bliss=-4.55, Synergy_Loewe=-22.9, Synergy_HSA=-4.25. (3) Cell line: UACC62. Drug 1: C1=NC2=C(N=C(N=C2N1C3C(C(C(O3)CO)O)O)F)N. Synergy scores: CSS=19.0, Synergy_ZIP=0.441, Synergy_Bliss=0.747, Synergy_Loewe=-22.6, Synergy_HSA=0.693. Drug 2: C1=NC2=C(N1)C(=S)N=CN2. (4) Drug 1: C1=NC2=C(N1)C(=S)N=C(N2)N. Drug 2: CNC(=O)C1=NC=CC(=C1)OC2=CC=C(C=C2)NC(=O)NC3=CC(=C(C=C3)Cl)C(F)(F)F. Cell line: SF-295. Synergy scores: CSS=48.5, Synergy_ZIP=2.13, Synergy_Bliss=0.866, Synergy_Loewe=3.62, Synergy_HSA=6.49. (5) Drug 1: CS(=O)(=O)C1=CC(=C(C=C1)C(=O)NC2=CC(=C(C=C2)Cl)C3=CC=CC=N3)Cl. Drug 2: C1C(C(OC1N2C=NC3=C(N=C(N=C32)Cl)N)CO)O. Cell line: RXF 393. Synergy scores: CSS=16.7, Synergy_ZIP=-1.08, Synergy_Bliss=0.290, Synergy_Loewe=1.09, Synergy_HSA=1.76. (6) Drug 1: C1CCC(CC1)NC(=O)N(CCCl)N=O. Drug 2: CN(C)C1=NC(=NC(=N1)N(C)C)N(C)C. Cell line: NCI-H460. Synergy scores: CSS=11.7, Synergy_ZIP=-3.88, Synergy_Bliss=2.98, Synergy_Loewe=-2.76, Synergy_HSA=0.486.